This data is from Reaction yield outcomes from USPTO patents with 853,638 reactions. The task is: Predict the reaction yield, written as a fraction of the theoretical maximum amount of product (1.0 means a 100% yield; for example, 0.34 means a 34% yield). (1) The reactants are [Br:1][C:2]1[CH:10]=[CH:9][CH:8]=[C:7]2[C:3]=1[CH:4]=[N:5][NH:6]2.Br[CH2:12][C:13]1[CH:18]=[C:17]([F:19])[CH:16]=[C:15]([Cl:20])[CH:14]=1. No catalyst specified. The product is [Br:1][C:2]1[C:3]2[C:7]([CH:8]=[CH:9][CH:10]=1)=[N:6][N:5]([CH2:12][C:13]1[CH:18]=[C:17]([F:19])[CH:16]=[C:15]([Cl:20])[CH:14]=1)[CH:4]=2. The yield is 0.630. (2) The reactants are Cl.[Cl:2][CH2:3][CH2:4][NH:5][CH2:6][CH2:7][Cl:8].C(N(CC)C(C)C)(C)C.[C:18](O[C:18]([O:20][C:21]([CH3:24])([CH3:23])[CH3:22])=[O:19])([O:20][C:21]([CH3:24])([CH3:23])[CH3:22])=[O:19]. The catalyst is ClCCl.CN(C)C1C=CN=CC=1. The product is [C:21]([O:20][C:18](=[O:19])[N:5]([CH2:6][CH2:7][Cl:8])[CH2:4][CH2:3][Cl:2])([CH3:24])([CH3:23])[CH3:22]. The yield is 0.210. (3) The reactants are [C:1]([Br:5])(Br)(Br)Br.[F:6][C:7]1[CH:12]=[CH:11][N:10]=[C:9]([NH:13][C:14](=[O:20])[O:15][C:16]([CH3:19])([CH3:18])[CH3:17])[C:8]=1CO.C1(P(C2C=CC=CC=2)C2C=CC=CC=2)C=CC=CC=1. The catalyst is C1COCC1. The product is [Br:5][CH2:1][C:8]1[C:9]([NH:13][C:14](=[O:20])[O:15][C:16]([CH3:18])([CH3:17])[CH3:19])=[N:10][CH:11]=[CH:12][C:7]=1[F:6]. The yield is 0.520. (4) The reactants are [C:1]([O:5][C:6](=[O:15])[NH:7][CH:8]1[CH2:13][CH2:12][CH2:11][CH:10]([OH:14])[CH2:9]1)([CH3:4])([CH3:3])[CH3:2].CC(OI1(OC(C)=O)(OC(C)=O)OC(=O)C2C=CC=CC1=2)=O. The catalyst is C(Cl)Cl. The product is [C:1]([O:5][C:6](=[O:15])[NH:7][CH:8]1[CH2:13][CH2:12][CH2:11][C:10](=[O:14])[CH2:9]1)([CH3:4])([CH3:2])[CH3:3]. The yield is 0.910. (5) The reactants are CN(C(ON1N=NC2C=CC=NC1=2)=[N+](C)C)C.F[P-](F)(F)(F)(F)F.CCN(C(C)C)C(C)C.[CH2:34]([O:41][N:42]1[C:48](=[O:49])[N:47]2[CH2:50][C@H:43]1[CH2:44][CH2:45][C@H:46]2[C:51]([OH:53])=O)[C:35]1[CH:40]=[CH:39][CH:38]=[CH:37][CH:36]=1.[NH:54]([C:56](=[O:69])[CH2:57][CH:58]1[CH2:61][N:60]([C:62]([O:64][C:65]([CH3:68])([CH3:67])[CH3:66])=[O:63])[CH2:59]1)[NH2:55]. The catalyst is C(Cl)Cl. The product is [CH2:34]([O:41][N:42]1[C:48](=[O:49])[N:47]2[CH2:50][C@H:43]1[CH2:44][CH2:45][C@H:46]2[C:51]([NH:55][NH:54][C:56](=[O:69])[CH2:57][CH:58]1[CH2:61][N:60]([C:62]([O:64][C:65]([CH3:67])([CH3:66])[CH3:68])=[O:63])[CH2:59]1)=[O:53])[C:35]1[CH:36]=[CH:37][CH:38]=[CH:39][CH:40]=1. The yield is 0.930. (6) The reactants are [C:1]([C:3]1[CH:4]=[N:5][C:6]2[C:11]([CH:12]=1)=[CH:10][CH:9]=[C:8]([O:13]C)[CH:7]=2)#[N:2].[Cl-].[Cl-].[Cl-].[Al+3]. The catalyst is C1C=CC=CC=1. The product is [C:1]([C:3]1[CH:4]=[N:5][C:6]2[C:11]([CH:12]=1)=[CH:10][CH:9]=[C:8]([OH:13])[CH:7]=2)#[N:2]. The yield is 0.680. (7) The yield is 0.810. No catalyst specified. The product is [C:9]1([C:12]2[CH:17]=[CH:16][CH:15]=[CH:14][CH:13]=2)[CH:10]=[CH:11][C:6]([CH2:5][C@H:4]([NH:18][C:31]([C:26]2[N:27]=[CH:28][C:29]3[C:24]([CH:25]=2)=[CH:23][CH:22]=[C:21]([Br:20])[CH:30]=3)=[O:32])[C:3]([OH:2])=[O:19])=[CH:7][CH:8]=1. The reactants are C[O:2][C:3](=[O:19])[C@@H:4]([NH2:18])[CH2:5][C:6]1[CH:11]=[CH:10][C:9]([C:12]2[CH:17]=[CH:16][CH:15]=[CH:14][CH:13]=2)=[CH:8][CH:7]=1.[Br:20][C:21]1[CH:30]=[C:29]2[C:24]([CH:25]=[C:26]([C:31](O)=[O:32])[N:27]=[CH:28]2)=[CH:23][CH:22]=1.